From a dataset of Forward reaction prediction with 1.9M reactions from USPTO patents (1976-2016). Predict the product of the given reaction. Given the reactants [CH3:1][C:2]1[CH:3]=[C:4]2[C:9](=[CH:10][CH:11]=1)[CH2:8][NH:7][CH2:6][CH2:5]2.[CH:12]([O:15][C:16]1[CH:24]=[CH:23][C:22]([S:25]([CH3:28])(=[O:27])=[O:26])=[CH:21][C:17]=1[C:18](O)=[O:19])([CH3:14])[CH3:13], predict the reaction product. The product is: [CH:12]([O:15][C:16]1[CH:24]=[CH:23][C:22]([S:25]([CH3:28])(=[O:27])=[O:26])=[CH:21][C:17]=1[C:18]([N:7]1[CH2:6][CH2:5][C:4]2[C:9](=[CH:10][CH:11]=[C:2]([CH3:1])[CH:3]=2)[CH2:8]1)=[O:19])([CH3:14])[CH3:13].